From a dataset of NCI-60 drug combinations with 297,098 pairs across 59 cell lines. Regression. Given two drug SMILES strings and cell line genomic features, predict the synergy score measuring deviation from expected non-interaction effect. (1) Drug 1: CC1=C(C=C(C=C1)C(=O)NC2=CC(=CC(=C2)C(F)(F)F)N3C=C(N=C3)C)NC4=NC=CC(=N4)C5=CN=CC=C5. Drug 2: C(CCl)NC(=O)N(CCCl)N=O. Cell line: UACC-257. Synergy scores: CSS=-0.215, Synergy_ZIP=0.178, Synergy_Bliss=-1.41, Synergy_Loewe=-3.79, Synergy_HSA=-3.80. (2) Drug 1: COC1=C(C=C2C(=C1)N=CN=C2NC3=CC(=C(C=C3)F)Cl)OCCCN4CCOCC4. Drug 2: COC1=C2C(=CC3=C1OC=C3)C=CC(=O)O2. Cell line: SK-OV-3. Synergy scores: CSS=36.1, Synergy_ZIP=-3.42, Synergy_Bliss=-0.318, Synergy_Loewe=-11.4, Synergy_HSA=-0.935.